Dataset: Catalyst prediction with 721,799 reactions and 888 catalyst types from USPTO. Task: Predict which catalyst facilitates the given reaction. (1) Reactant: [NH2:1][CH2:2][C:3]1[C:4](=[N:9][NH:10][C:11]2[CH:16]=[CH:15][C:14]([F:17])=[C:13]([F:18])[CH:12]=2)[C:5]([NH2:8])=[N:6][N:7]=1.C(N(CC)CC)C.S(O[CH2:37][CH2:38][O:39][CH2:40][CH2:41]OS(C1C=CC(C)=CC=1)(=O)=O)(C1C=CC(C)=CC=1)(=O)=O.C(OCC)(=O)C. Product: [F:18][C:13]1[CH:12]=[C:11]([NH:10][N:9]=[C:4]2[C:3]([CH2:2][N:1]3[CH2:41][CH2:40][O:39][CH2:38][CH2:37]3)=[N:7][N:6]=[C:5]2[NH2:8])[CH:16]=[CH:15][C:14]=1[F:17]. The catalyst class is: 3. (2) Reactant: Cl[C:2]1[N:7]2[N:8]=[C:9]([CH3:11])[CH:10]=[C:6]2[N:5]=[C:4]([NH:12][C:13](=[O:24])[C:14]2[CH:19]=[CH:18][C:17]([C:20]([OH:23])([CH3:22])[CH3:21])=[CH:16][CH:15]=2)[CH:3]=1.Cl.[N:26]1[C:31]2[CH2:32][CH2:33][NH:34][CH2:35][C:30]=2[C:29](=[O:36])[NH:28][CH:27]=1.C(N(CC)C(C)C)(C)C. The catalyst class is: 3. Product: [OH:23][C:20]([C:17]1[CH:18]=[CH:19][C:14]([C:13]([NH:12][C:4]2[CH:3]=[C:2]([N:34]3[CH2:33][CH2:32][C:31]4[N:26]=[CH:27][NH:28][C:29](=[O:36])[C:30]=4[CH2:35]3)[N:7]3[N:8]=[C:9]([CH3:11])[CH:10]=[C:6]3[N:5]=2)=[O:24])=[CH:15][CH:16]=1)([CH3:22])[CH3:21]. (3) Reactant: [Br:1][C:2]1[CH:7]=[CH:6][C:5]([C:8]2[S:12][C:11]([C:13](=[O:25])[CH:14]=[CH:15][C:16]3[CH:21]=[CH:20][C:19]([OH:22])=[C:18]([Cl:23])[C:17]=3[Cl:24])=[CH:10][CH:9]=2)=[CH:4][CH:3]=1.C([SiH](CC)CC)C.FC(F)(F)C(O)=O. Product: [Br:1][C:2]1[CH:3]=[CH:4][C:5]([C:8]2[S:12][C:11]([C:13](=[O:25])[CH2:14][CH2:15][C:16]3[CH:21]=[CH:20][C:19]([OH:22])=[C:18]([Cl:23])[C:17]=3[Cl:24])=[CH:10][CH:9]=2)=[CH:6][CH:7]=1. The catalyst class is: 4. (4) The catalyst class is: 186. Product: [Cl:1][C:2]1[N:3]=[CH:4][C:5]2[NH:15][C:11](=[O:12])[C@@H:9]([CH3:10])[NH:8][C:6]=2[N:7]=1. Reactant: [Cl:1][C:2]1[N:7]=[C:6]([NH:8][C@@H:9]([C:11](OC)=[O:12])[CH3:10])[C:5]([N+:15]([O-])=O)=[CH:4][N:3]=1.Cl. (5) Reactant: [NH:1]1[C:9]2[C:4](=[CH:5][CH:6]=[CH:7][CH:8]=2)[C:3](/[CH:10]=[CH:11]/[C:12]2[CH:20]=[CH:19][C:15]([C:16]([OH:18])=O)=[CH:14][CH:13]=2)=[N:2]1.[O:21]1[CH2:26][CH2:25][N:24]([CH2:27][CH2:28][NH2:29])[CH2:23][CH2:22]1.O.ON1C2C=CC=CC=2N=N1.Cl.C(N=C=NCCCN(C)C)C.C(=O)([O-])O.[Na+]. Product: [O:21]1[CH2:26][CH2:25][N:24]([CH2:27][CH2:28][NH:29][C:16](=[O:18])[C:15]2[CH:14]=[CH:13][C:12](/[CH:11]=[CH:10]/[C:3]3[C:4]4[C:9](=[CH:8][CH:7]=[CH:6][CH:5]=4)[NH:1][N:2]=3)=[CH:20][CH:19]=2)[CH2:23][CH2:22]1. The catalyst class is: 1. (6) Reactant: [F:1][C:2]1[CH:33]=[CH:32][C:5]([CH2:6][NH:7][C:8]([C:10]2[N:15]=[C:14]([N:16]3[CH2:21][CH2:20][CH2:19][CH2:18][CH2:17]3)[CH:13]=[C:12]([O:22][CH3:23])[C:11]=2OCC2C=CC=CC=2)=[O:9])=[CH:4][CH:3]=1.C[OH:35]. Product: [F:1][C:2]1[CH:3]=[CH:4][C:5]([CH2:6][NH:7][C:8]([C:10]2[N:15]=[C:14]([N:16]3[CH2:17][CH:18]([OH:35])[CH2:19][CH2:20][CH2:21]3)[CH:13]=[C:12]([O:22][CH3:23])[CH:11]=2)=[O:9])=[CH:32][CH:33]=1. The catalyst class is: 45.